From a dataset of Retrosynthesis with 50K atom-mapped reactions and 10 reaction types from USPTO. Predict the reactants needed to synthesize the given product. (1) Given the product CC(CO)C1CCN(C(=O)OC(C)(C)C)CC1, predict the reactants needed to synthesize it. The reactants are: CCOC(=O)C(C)C1CCN(C(=O)OC(C)(C)C)CC1. (2) Given the product C=CC(C)Oc1cccc(C=O)c1, predict the reactants needed to synthesize it. The reactants are: C=CC(C)O.O=Cc1cccc(O)c1. (3) Given the product CCOC(=O)C(C)(C)CNC(=O)c1nc(C#N)c2cc(Oc3ccc4ccccc4c3)ccc2c1O, predict the reactants needed to synthesize it. The reactants are: CCOC(=O)C(C)(C)CN.COC(=O)c1nc(C#N)c2cc(Oc3ccc4ccccc4c3)ccc2c1O. (4) Given the product CCOC(=O)CN(Cc1ccccc1)C(=O)[C@@H](Cc1cccnc1)NC(=O)OC(C)(C)C, predict the reactants needed to synthesize it. The reactants are: CC(C)(C)OC(=O)N[C@H](Cc1cccnc1)C(=O)O.CCOC(=O)CNCc1ccccc1. (5) The reactants are: Nc1c([N+](=O)[O-])cc(Br)c2c1CNCC2.O=Cc1ccc(C(F)(F)F)cc1. Given the product Nc1c([N+](=O)[O-])cc(Br)c2c1CN(Cc1ccc(C(F)(F)F)cc1)CC2, predict the reactants needed to synthesize it. (6) Given the product CC(=O)NC(C(=O)NCc1ccccc1)C1(C)CC=CO1, predict the reactants needed to synthesize it. The reactants are: CC(=O)NC(C(=O)O)C1(C)CC=CO1.NCc1ccccc1. (7) The reactants are: O=[N+]([O-])c1cccnc1Cl.c1cn[nH]c1. Given the product O=[N+]([O-])c1cccnc1-n1cccn1, predict the reactants needed to synthesize it.